This data is from Full USPTO retrosynthesis dataset with 1.9M reactions from patents (1976-2016). The task is: Predict the reactants needed to synthesize the given product. Given the product [CH3:1][O:2][C:3]1[CH:4]=[C:5]2[C:10](=[CH:11][C:12]=1[O:13][CH3:14])[C:9]([CH2:15][CH2:16][CH3:17])=[N:8][C:7]([OH:18])=[C:6]2[CH2:21][C:22]1[C:23]([NH:34][CH2:35][CH2:36][O:37][CH3:38])=[N:24][C:25]2[C:30]([CH:31]=1)=[CH:29][C:28]([O:32][CH3:33])=[CH:27][CH:26]=2, predict the reactants needed to synthesize it. The reactants are: [CH3:1][O:2][C:3]1[CH:4]=[C:5]2[C:10](=[CH:11][C:12]=1[O:13][CH3:14])[C:9]([CH2:15][CH2:16][CH3:17])=[N:8][C:7]([OH:18])=[CH:6]2.Cl.Cl[CH2:21][C:22]1[C:23]([NH:34][CH2:35][CH2:36][O:37][CH3:38])=[N:24][C:25]2[C:30]([CH:31]=1)=[CH:29][C:28]([O:32][CH3:33])=[CH:27][CH:26]=2.[Li+].[OH-].